This data is from Catalyst prediction with 721,799 reactions and 888 catalyst types from USPTO. The task is: Predict which catalyst facilitates the given reaction. (1) Reactant: [CH2:1]([O:3][C:4]([N:6]1[CH2:11][CH2:10][N:9]([C:12](=[O:49])[C@@H:13]([NH:19][C:20]([C:22]2[CH:26]=[C:25]([O:27][CH2:28][C:29]([N:31]3[CH2:35][CH2:34][CH2:33][C@H:32]3[C:36](=[O:42])[NH:37][CH:38]3[CH2:41][CH2:40][CH2:39]3)=[O:30])[N:24]([C:43]3[CH:48]=[CH:47][CH:46]=[CH:45][CH:44]=3)[N:23]=2)=[O:21])[CH2:14][CH2:15][C:16]([OH:18])=[O:17])[CH2:8][CH2:7]1)=[O:5])[CH3:2].[CH2:50](Cl)[CH2:51]Cl.C(O)C. Product: [CH2:1]([O:3][C:4]([N:6]1[CH2:11][CH2:10][N:9]([C:12](=[O:49])[C@@H:13]([NH:19][C:20]([C:22]2[CH:26]=[C:25]([O:27][CH2:28][C:29]([N:31]3[CH2:35][CH2:34][CH2:33][C@H:32]3[C:36](=[O:42])[NH:37][CH:38]3[CH2:39][CH2:40][CH2:41]3)=[O:30])[N:24]([C:43]3[CH:44]=[CH:45][CH:46]=[CH:47][CH:48]=3)[N:23]=2)=[O:21])[CH2:14][CH2:15][C:16]([O:18][CH2:50][CH3:51])=[O:17])[CH2:8][CH2:7]1)=[O:5])[CH3:2]. The catalyst class is: 154. (2) Product: [CH:1]([NH:4][C:5]([C:7]1[C:15]2[C:10](=[N:11][CH:12]=[C:13]([O:41][C:38]3[CH:39]=[C:40]4[C:35]([CH:34]=[CH:33][NH:32]4)=[CH:36][CH:37]=3)[N:14]=2)[N:9]([CH2:17][O:18][CH2:19][CH2:20][Si:21]([CH3:24])([CH3:23])[CH3:22])[CH:8]=1)=[O:6])([CH3:3])[CH3:2]. Reactant: [CH:1]([NH:4][C:5]([C:7]1[C:15]2[C:10](=[N:11][CH:12]=[C:13](Br)[N:14]=2)[N:9]([CH2:17][O:18][CH2:19][CH2:20][Si:21]([CH3:24])([CH3:23])[CH3:22])[CH:8]=1)=[O:6])([CH3:3])[CH3:2].C(OC([N:32]1[C:40]2[C:35](=[CH:36][CH:37]=[C:38]([OH:41])[CH:39]=2)[CH:34]=[CH:33]1)=O)(C)(C)C.[O-]P([O-])([O-])=O.[K+].[K+].[K+].C(P(C(C)(C)C)C1C=CC=CC=1C1C=CC=CC=1N(C)C)(C)(C)C. The catalyst class is: 222. (3) Reactant: [C@@H:1]12[C:10](=[O:11])[O:9][C:7](=[O:8])[C@H:2]1[CH2:3][CH2:4][CH2:5][CH2:6]2.Cl.[NH2:13][CH2:14][C:15]#[N:16].C(N(CC)CC)C. Product: [C:14]([CH2:15][NH:16][C:7]([C@@H:2]1[CH2:3][CH2:4][CH2:5][CH2:6][C@H:1]1[C:10]([OH:9])=[O:11])=[O:8])#[N:13]. The catalyst class is: 367. (4) Reactant: [F:1][C:2]1[CH:25]=[CH:24][C:5]([CH2:6][NH:7][C:8]([C:10]2[N:11]=[C:12]3[CH:21]([NH:22][CH3:23])[CH2:20][CH2:19][CH2:18][N:13]3[C:14](=[O:17])[C:15]=2[OH:16])=[O:9])=[CH:4][CH:3]=1.O1CCCC1.[OH-].[Na+].[CH3:33][N:34]([CH3:39])[S:35](Cl)(=[O:37])=[O:36]. Product: [CH3:33][N:34]([CH3:39])[S:35]([N:22]([CH3:23])[CH:21]1[C:12]2=[N:11][C:10]([C:8]([NH:7][CH2:6][C:5]3[CH:4]=[CH:3][C:2]([F:1])=[CH:25][CH:24]=3)=[O:9])=[C:15]([OH:16])[C:14](=[O:17])[N:13]2[CH2:18][CH2:19][CH2:20]1)(=[O:37])=[O:36]. The catalyst class is: 192. (5) The catalyst class is: 182. Reactant: [F:1][C:2]1[CH:7]=[CH:6][C:5]([OH:8])=[CH:4][C:3]=1[C:9]1[CH:14]=[CH:13][N:12]=[C:11]([C@H:15]2[CH2:19][CH2:18][C@@:17]3([CH2:23][CH2:22][N:21]([CH3:24])[C:20]3=[O:25])[NH:16]2)[CH:10]=1.C1(P(C2C=CC=CC=2)C2C=CC=CC=2)C=CC=CC=1.N(C(OC(C)(C)C)=O)=NC(OC(C)(C)C)=O.[F:61][CH2:62][CH2:63]O. Product: [F:1][C:2]1[CH:7]=[CH:6][C:5]([O:8][CH2:63][CH2:62][F:61])=[CH:4][C:3]=1[C:9]1[CH:14]=[CH:13][N:12]=[C:11]([CH:15]2[CH2:19][CH2:18][C:17]3([CH2:23][CH2:22][N:21]([CH3:24])[C:20]3=[O:25])[NH:16]2)[CH:10]=1. (6) Reactant: [N+:1]([C:4]1[CH:9]=[CH:8][C:7]([C:10]2[N:11]=[N:12][NH:13][N:14]=2)=[CH:6][CH:5]=1)([O-:3])=[O:2].[CH:15](NC(C)C)(C)C.CI. Product: [CH3:15][N:12]1[N:13]=[N:14][C:10]([C:7]2[CH:6]=[CH:5][C:4]([N+:1]([O-:3])=[O:2])=[CH:9][CH:8]=2)=[N:11]1. The catalyst class is: 4. (7) Reactant: [NH2:1][CH2:2][C@@H:3]([C:5]1[CH:6]=[CH:7][C:8]([OH:16])=[C:9]([NH:11][S:12]([CH3:15])(=[O:14])=[O:13])[CH:10]=1)[OH:4].[CH3:17][N:18]1[CH2:23][CH2:22][N:21]([S:24]([C:27]2[CH:32]=[CH:31][C:30]([N:33]3[CH2:38][CH2:37][C:36](=O)[CH2:35][CH2:34]3)=[CH:29][CH:28]=2)(=[O:26])=[O:25])[CH2:20][CH2:19]1.CCCCCC. The catalyst class is: 6. Product: [OH:16][C:8]1[CH:7]=[CH:6][C:5]([C@@H:3]([OH:4])[CH2:2][NH:1][CH:36]2[CH2:35][CH2:34][N:33]([C:30]3[CH:29]=[CH:28][C:27]([S:24]([N:21]4[CH2:22][CH2:23][N:18]([CH3:17])[CH2:19][CH2:20]4)(=[O:26])=[O:25])=[CH:32][CH:31]=3)[CH2:38][CH2:37]2)=[CH:10][C:9]=1[NH:11][S:12]([CH3:15])(=[O:14])=[O:13].